The task is: Predict the reactants needed to synthesize the given product.. This data is from Full USPTO retrosynthesis dataset with 1.9M reactions from patents (1976-2016). (1) Given the product [NH2:3][C:4]1[C:5]([C:14](=[O:16])[NH2:15])=[N:6][S:7][C:8]=1[C:9]([OH:11])=[O:10], predict the reactants needed to synthesize it. The reactants are: [OH-].[Na+].[NH2:3][C:4]1[C:5]([C:14](=[O:16])[NH2:15])=[N:6][S:7][C:8]=1[C:9]([O:11]CC)=[O:10]. (2) Given the product [C:28]([C:32]1[CH:41]=[CH:40][C:35]([CH2:36][NH:37][C:38]([NH:15][C:2]([CH3:3])([C:4]2[CH:5]=[CH:6][C:7]([NH:10][S:11]([CH3:14])(=[O:13])=[O:12])=[CH:8][CH:9]=2)[CH3:1])=[S:39])=[CH:34][CH:33]=1)([CH3:31])([CH3:29])[CH3:30], predict the reactants needed to synthesize it. The reactants are: [CH3:1][C:2]([NH:15]C(=O)OCC1C=CC=CC=1)([C:4]1[CH:9]=[CH:8][C:7]([NH:10][S:11]([CH3:14])(=[O:13])=[O:12])=[CH:6][CH:5]=1)[CH3:3].[H][H].[C:28]([C:32]1[CH:41]=[CH:40][C:35]([CH2:36][N:37]=[C:38]=[S:39])=[CH:34][CH:33]=1)([CH3:31])([CH3:30])[CH3:29]. (3) Given the product [C:4]([C:6]1[CH:11]=[CH:10][C:9]([C@H:12]2[CH2:17][CH2:16][C@H:15]([CH2:18][C:19]([O:21][CH2:22][CH3:23])=[O:20])[CH2:14][CH2:13]2)=[CH:8][CH:7]=1)(=[O:5])[NH2:2], predict the reactants needed to synthesize it. The reactants are: [OH-].[NH4+:2].Cl[C:4]([C:6]1[CH:11]=[CH:10][C:9]([C@H:12]2[CH2:17][CH2:16][C@H:15]([CH2:18][C:19]([O:21][CH2:22][CH3:23])=[O:20])[CH2:14][CH2:13]2)=[CH:8][CH:7]=1)=[O:5]. (4) Given the product [CH2:1]([O:3][C:4]([C:6]1[C:11](=[O:12])[N:10]([C:38]2[CH:39]=[N:40][CH:41]=[CH:42][CH:43]=2)[C:9]2[CH:13]=[C:14]([CH3:29])[S:15][C:8]=2[C:7]=1[N:16]1[CH2:21][CH2:20][N:19]([C:22]([C:24]2[S:25][CH:26]=[CH:27][CH:28]=2)=[O:23])[CH2:18][CH2:17]1)=[O:5])[CH3:2], predict the reactants needed to synthesize it. The reactants are: [CH2:1]([O:3][C:4]([C:6]1[C:11](=[O:12])[NH:10][C:9]2[CH:13]=[CH:14][S:15][C:8]=2[C:7]=1[N:16]1[CH2:21][CH2:20][N:19]([C:22]([C:24]2[S:25][CH:26]=[CH:27][CH:28]=2)=[O:23])[CH2:18][CH2:17]1)=[O:5])[CH3:2].[C:29]([O-])([O-])=O.[Cs+].[Cs+].Cl.ClC[C:38]1[CH:39]=[N:40][CH:41]=[CH:42][CH:43]=1.